Task: Regression. Given a peptide amino acid sequence and an MHC pseudo amino acid sequence, predict their binding affinity value. This is MHC class I binding data.. Dataset: Peptide-MHC class I binding affinity with 185,985 pairs from IEDB/IMGT The peptide sequence is TPVEIVVDM. The MHC is HLA-B07:02 with pseudo-sequence HLA-B07:02. The binding affinity (normalized) is 0.101.